Task: Predict the reaction yield, written as a fraction of the theoretical maximum amount of product (1.0 means a 100% yield; for example, 0.34 means a 34% yield).. Dataset: Reaction yield outcomes from USPTO patents with 853,638 reactions (1) The reactants are C1C=C(Cl)C=C(C(OO)=O)C=1.[Cl:12][C:13]1[CH:18]=[CH:17][CH:16]=[C:15]([Cl:19])[C:14]=1[N:20]1[CH:31]=[CH:30][C:23]2[N:24]=[C:25](SC)[N:26]=[CH:27][C:22]=2[C:21]1=[O:32].CCN(C(C)C)C(C)C.[NH2:42][C:43]1[CH:44]=[CH:45][C:46]([N:51]2[CH2:56][CH2:55][N:54]([CH3:57])[CH2:53][CH2:52]2)=[C:47]([CH2:49][OH:50])[CH:48]=1. The catalyst is C(Cl)Cl.C1(C)C=CC=CC=1. The product is [Cl:12][C:13]1[CH:18]=[CH:17][CH:16]=[C:15]([Cl:19])[C:14]=1[N:20]1[CH:31]=[CH:30][C:23]2[N:24]=[C:25]([NH:42][C:43]3[CH:44]=[CH:45][C:46]([N:51]4[CH2:52][CH2:53][N:54]([CH3:57])[CH2:55][CH2:56]4)=[C:47]([CH2:49][OH:50])[CH:48]=3)[N:26]=[CH:27][C:22]=2[C:21]1=[O:32]. The yield is 0.340. (2) The reactants are [NH2:1][C:2]1[C:7]2=[C:8](C3C=CC4C(C=3)=NN(CC3C=CC=CC=3)C=4)[CH:9]=[C:10]([CH:11]3[CH2:16][CH2:15][N:14]([C:17]([O:19][C:20]([CH3:23])([CH3:22])[CH3:21])=[O:18])[CH2:13][CH2:12]3)[N:6]2[N:5]=[CH:4][N:3]=1.FC(F)(F)C(O)=O.C([O-])(O)=O.[Na+]. The catalyst is ClCCl. The product is [NH2:1][C:2]1[C:7]2=[CH:8][CH:9]=[C:10]([C:11]3[CH2:16][CH2:15][N:14]([C:17]([O:19][C:20]([CH3:23])([CH3:22])[CH3:21])=[O:18])[CH2:13][CH:12]=3)[N:6]2[N:5]=[CH:4][N:3]=1. The yield is 1.00. (3) The reactants are C(OC([N:8]1[C:12]([C:14]2[CH:19]=[CH:18][CH:17]=[C:16]([Br:20])[CH:15]=2)([CH3:13])[CH2:11][O:10][S:9]1(=[O:22])=[O:21])=O)(C)(C)C.C(Cl)Cl. The catalyst is C(O)(C(F)(F)F)=O. The product is [Br:20][C:16]1[CH:15]=[C:14]([C:12]2([CH3:13])[CH2:11][O:10][S:9](=[O:22])(=[O:21])[NH:8]2)[CH:19]=[CH:18][CH:17]=1. The yield is 0.910. (4) The yield is 0.200. The product is [OH:26][C:22]1([C:3]2[C:4]([N:8]3[CH2:20][CH2:19][N:11]4[C:12]5[CH2:13][CH2:14][CH2:15][CH2:16][C:17]=5[CH:18]=[C:10]4[C:9]3=[O:21])=[N:5][CH:6]=[CH:7][C:2]=2[C:32]2[CH:31]=[C:30]([NH:43][C:44]3[CH:49]=[CH:48][C:47]([N:50]4[CH2:55][CH2:54][N:53]([CH:56]5[CH2:57][O:58][CH2:59]5)[CH2:52][C@@H:51]4[CH3:60])=[CH:46][N:45]=3)[C:29](=[O:61])[N:28]([CH3:27])[CH:33]=2)[CH2:23][O:24][CH2:25]1. The catalyst is CC#N.C1C=CC(P(C2C=CC=CC=2)[C-]2C=CC=C2)=CC=1.C1C=CC(P(C2C=CC=CC=2)[C-]2C=CC=C2)=CC=1.Cl[Pd]Cl.[Fe+2]. The reactants are Cl[C:2]1[CH:7]=[CH:6][N:5]=[C:4]([N:8]2[CH2:20][CH2:19][N:11]3[C:12]4[CH2:13][CH2:14][CH2:15][CH2:16][C:17]=4[CH:18]=[C:10]3[C:9]2=[O:21])[C:3]=1[C:22]1([OH:26])[CH2:25][O:24][CH2:23]1.[CH3:27][N:28]1[CH:33]=[C:32](B2OC(C)(C)C(C)(C)O2)[CH:31]=[C:30]([NH:43][C:44]2[CH:49]=[CH:48][C:47]([N:50]3[CH2:55][CH2:54][N:53]([CH:56]4[CH2:59][O:58][CH2:57]4)[CH2:52][C@@H:51]3[CH3:60])=[CH:46][N:45]=2)[C:29]1=[O:61].[O-]P([O-])([O-])=O.[K+].[K+].[K+]. (5) The reactants are [Cl:1][C:2]1[N:3]=[C:4](Cl)[C:5]2[CH:10]=[CH:9][N:8]([C:11]([O:13][C:14]([CH3:17])([CH3:16])[CH3:15])=[O:12])[C:6]=2[N:7]=1.[CH2:19]([Zn]CC)[CH3:20].CCCCCC. The catalyst is O1CCOCC1.C1C=CC(P(C2C=CC=CC=2)[C-]2C=CC=C2)=CC=1.C1C=CC(P(C2C=CC=CC=2)[C-]2C=CC=C2)=CC=1.Cl[Pd]Cl.[Fe+2]. The product is [C:14]([O:13][C:11]([N:8]1[C:6]2[N:7]=[C:2]([Cl:1])[N:3]=[C:4]([CH2:19][CH3:20])[C:5]=2[CH:10]=[CH:9]1)=[O:12])([CH3:17])([CH3:16])[CH3:15]. The yield is 0.200. (6) The reactants are [Cl:1][C:2]1[C:3]([NH:28][C:29]2[CH:34]=[CH:33][CH:32]=[CH:31][C:30]=2[S:35]([NH:38][CH3:39])(=[O:37])=[O:36])=[N:4][C:5]([NH:8][C:9]2[CH:10]=[C:11]3[C:17](=[CH:18][CH:19]=2)[CH:16]2[CH2:20][CH2:21][CH:12]3[CH2:13][N:14](C(=O)C(F)(F)F)[CH2:15]2)=[N:6][CH:7]=1.C(=O)([O-])[O-].[K+].[K+]. The catalyst is CO. The product is [CH:12]12[CH2:21][CH2:20][CH:16]([CH2:15][NH:14][CH2:13]1)[C:17]1[C:11]2=[CH:10][C:9]([NH:8][C:5]2[N:4]=[C:3]([NH:28][C:29]3[CH:34]=[CH:33][CH:32]=[CH:31][C:30]=3[S:35]([NH:38][CH3:39])(=[O:37])=[O:36])[C:2]([Cl:1])=[CH:7][N:6]=2)=[CH:19][CH:18]=1. The yield is 0.700.